This data is from CYP2D6 inhibition data for predicting drug metabolism from PubChem BioAssay. The task is: Regression/Classification. Given a drug SMILES string, predict its absorption, distribution, metabolism, or excretion properties. Task type varies by dataset: regression for continuous measurements (e.g., permeability, clearance, half-life) or binary classification for categorical outcomes (e.g., BBB penetration, CYP inhibition). Dataset: cyp2d6_veith. (1) The compound is COc1ccc(NC(=O)N2CCCC3(CCNCC3)C2)cc1. The result is 0 (non-inhibitor). (2) The molecule is BrC(c1cccc2ccccc12)c1cccc2ccccc12. The result is 0 (non-inhibitor). (3) The drug is C#CCSc1nncn1C(=O)/C=C/c1ccccc1. The result is 0 (non-inhibitor). (4) The molecule is Nc1cccc(OCc2nc(N)nc(N)c2-c2ccc(Cl)cc2)c1. The result is 0 (non-inhibitor). (5) The molecule is N[C@@](CCc1ccccc1)(C(=O)O)c1ccccc1. The result is 0 (non-inhibitor).